Task: Predict the product of the given reaction.. Dataset: Forward reaction prediction with 1.9M reactions from USPTO patents (1976-2016) (1) Given the reactants [CH3:1][O:2][C:3]1[CH:8]=[C:7]([C:9]2[CH:14]=[N:13][CH:12]=[C:11]3[N:15]([CH3:18])[N:16]=[CH:17][C:10]=23)[CH:6]=[CH:5][C:4]=1[NH2:19].[F:20][C:21]1[CH:26]=[CH:25][C:24]([C:27]([F:30])([F:29])[F:28])=[CH:23][C:22]=1[N:31]=[C:32]=[O:33], predict the reaction product. The product is: [F:20][C:21]1[CH:26]=[CH:25][C:24]([C:27]([F:30])([F:29])[F:28])=[CH:23][C:22]=1[NH:31][C:32]([NH:19][C:4]1[CH:5]=[CH:6][C:7]([C:9]2[CH:14]=[N:13][CH:12]=[C:11]3[N:15]([CH3:18])[N:16]=[CH:17][C:10]=23)=[CH:8][C:3]=1[O:2][CH3:1])=[O:33]. (2) Given the reactants [CH2:1]([N:8]1[CH2:13][CH2:12][C:11]([C:15]2[CH:20]=[CH:19][CH:18]=[CH:17][C:16]=2[O:21][CH3:22])(O)[CH2:10][CH2:9]1)[C:2]1[CH:7]=[CH:6][CH:5]=[CH:4][CH:3]=1.Cl.[OH-].[Na+], predict the reaction product. The product is: [CH2:1]([N:8]1[CH2:9][CH:10]=[C:11]([C:15]2[CH:20]=[CH:19][CH:18]=[CH:17][C:16]=2[O:21][CH3:22])[CH2:12][CH2:13]1)[C:2]1[CH:3]=[CH:4][CH:5]=[CH:6][CH:7]=1. (3) Given the reactants Cl[C:2]1[N:3]([CH2:10][C@@:11]([CH3:26])([OH:25])[CH2:12][N:13]2[CH2:18][CH:17]=[C:16]([C:19]3[CH:24]=[CH:23][CH:22]=[CH:21][CH:20]=3)[CH2:15][CH2:14]2)[CH:4]=[C:5]([N+:7]([O-:9])=[O:8])[N:6]=1.[H-].[Na+].O, predict the reaction product. The product is: [CH3:26][C@@:11]1([CH2:12][N:13]2[CH2:18][CH:17]=[C:16]([C:19]3[CH:24]=[CH:23][CH:22]=[CH:21][CH:20]=3)[CH2:15][CH2:14]2)[O:25][C:2]2=[N:6][C:5]([N+:7]([O-:9])=[O:8])=[CH:4][N:3]2[CH2:10]1. (4) Given the reactants [CH:1]1[CH:6]=[CH:5][C:4]([C:7]2[CH:20]=[CH:19][N:18]=[C:17]3[C:8]=2[CH:9]=[CH:10][C:11]2[C:16]3=[N:15][CH:14]=[CH:13][C:12]=2[C:21]2[CH:26]=[CH:25][CH:24]=[CH:23][CH:22]=2)=[CH:3][CH:2]=1, predict the reaction product. The product is: [C:21]1([C:12]2[C:11]3[C:16](=[C:17]4[C:8](=[CH:9][CH:10]=3)[C:7]([C:4]3[CH:3]=[CH:2][CH:1]=[CH:6][CH:5]=3)=[CH:20][C:19]([C:16]3[CH:17]=[CH:8][CH:9]=[CH:10][C:11]=3[CH3:12])=[N:18]4)[N:15]=[C:14]([C:5]3[CH:6]=[CH:1][CH:2]=[CH:3][C:4]=3[CH3:7])[CH:13]=2)[CH:26]=[CH:25][CH:24]=[CH:23][CH:22]=1. (5) The product is: [CH3:27][O:26][C:19]1[CH:20]=[C:21]([O:24][CH3:25])[CH:22]=[CH:23][C:18]=1[CH2:17][N:10]1[CH2:11][CH2:12][C:13]([F:15])([F:16])[CH2:14][C@@H:8]([NH:7][S:50]([CH2:49][CH2:48][C:47]([F:55])([F:54])[F:46])(=[O:52])=[O:51])[C:9]1=[O:28]. Given the reactants C(OC(=O)[NH:7][C@@H:8]1[CH2:14][C:13]([F:16])([F:15])[CH2:12][CH2:11][N:10]([CH2:17][C:18]2[CH:23]=[CH:22][C:21]([O:24][CH3:25])=[CH:20][C:19]=2[O:26][CH3:27])[C:9]1=[O:28])(C)(C)C.Cl.O1CCOCC1.CCN(C(C)C)C(C)C.[F:46][C:47]([F:55])([F:54])[CH2:48][CH2:49][S:50](Cl)(=[O:52])=[O:51], predict the reaction product. (6) Given the reactants [NH:1]([C:17]([O:19][C:20]([CH3:23])([CH3:22])[CH3:21])=[O:18])[C@H:2]([C:14]([OH:16])=O)[CH2:3][C:4](=[O:13])[O:5][CH2:6][C:7]1[CH:12]=[CH:11][CH:10]=[CH:9][CH:8]=1.[CH:24]1[CH:25]=[CH:26][C:27]2N(O)N=N[C:28]=2[CH:29]=1.[CH2:34]1[CH2:39]CC(N=C=NC2CCCCC2)C[CH2:35]1.Cl.C[N:51]1[CH2:56][CH2:55][O:54][CH2:53]C1.C1C[O:60]CC1, predict the reaction product. The product is: [NH:1]([C:17]([O:19][C:20]([CH3:23])([CH3:22])[CH3:21])=[O:18])[C@H:2]([C:14]([NH:51][C@H:56]([C:55]([O:54][CH2:53][C:28]1[CH:27]=[CH:26][CH:25]=[CH:24][CH:29]=1)=[O:60])[CH:34]([CH3:39])[CH3:35])=[O:16])[CH2:3][C:4](=[O:13])[O:5][CH2:6][C:7]1[CH:8]=[CH:9][CH:10]=[CH:11][CH:12]=1. (7) Given the reactants [CH2:1]([O:19][CH:20]([CH2:28][CH3:29])[C:21]([O:23]C(C)(C)C)=[O:22])[CH2:2]/[CH:3]=[CH:4]\[CH2:5]/[CH:6]=[CH:7]\[CH2:8]/[CH:9]=[CH:10]\[CH2:11]/[CH:12]=[CH:13]\[CH2:14]/[CH:15]=[CH:16]\[CH2:17][CH3:18], predict the reaction product. The product is: [CH2:1]([O:19][CH:20]([CH2:28][CH3:29])[C:21]([OH:23])=[O:22])[CH2:2]/[CH:3]=[CH:4]\[CH2:5]/[CH:6]=[CH:7]\[CH2:8]/[CH:9]=[CH:10]\[CH2:11]/[CH:12]=[CH:13]\[CH2:14]/[CH:15]=[CH:16]\[CH2:17][CH3:18]. (8) Given the reactants C([N-]C(C)C)(C)C.[Li+].[F:9][C:10]1[CH:15]=[C:14]([F:16])[CH:13]=[CH:12][C:11]=1[C:17]1[CH:22]=[C:21]([CH3:23])[CH:20]=[CH:19][N:18]=1.[I:24]I.O, predict the reaction product. The product is: [F:9][C:10]1[C:15]([I:24])=[C:14]([F:16])[CH:13]=[CH:12][C:11]=1[C:17]1[CH:22]=[C:21]([CH3:23])[CH:20]=[CH:19][N:18]=1. (9) Given the reactants [F:1][C:2]1[C:10]2[CH2:9][CH2:8][CH2:7][CH2:6][C:5]=2[N:4]2[CH2:11][CH2:12][N:13]([C:16]3[N:23]=[CH:22][CH:21]=[C:20]([C:24]4[CH:29]=[C:28]([NH:30][C:31]5[CH:36]=[CH:35][C:34]([N:37]6[CH2:42][CH2:41][N:40]([CH:43]7[CH2:46][O:45][CH2:44]7)[CH2:39][CH2:38]6)=[CH:33][N:32]=5)[C:27](=[O:47])[N:26]([CH3:48])[CH:25]=4)[C:17]=3[CH:18]=[O:19])[C:14](=[O:15])[C:3]=12.[BH4-].[Na+], predict the reaction product. The product is: [F:1][C:2]1[C:10]2[CH2:9][CH2:8][CH2:7][CH2:6][C:5]=2[N:4]2[CH2:11][CH2:12][N:13]([C:16]3[C:17]([CH2:18][OH:19])=[C:20]([C:24]4[CH:29]=[C:28]([NH:30][C:31]5[CH:36]=[CH:35][C:34]([N:37]6[CH2:38][CH2:39][N:40]([CH:43]7[CH2:46][O:45][CH2:44]7)[CH2:41][CH2:42]6)=[CH:33][N:32]=5)[C:27](=[O:47])[N:26]([CH3:48])[CH:25]=4)[CH:21]=[CH:22][N:23]=3)[C:14](=[O:15])[C:3]=12. (10) Given the reactants Br[C:2]1[N:7]=[N:6][C:5]([NH2:8])=[CH:4][CH:3]=1.[Cl-].[Li+].C(=O)([O-])[O-].[Na+].[Na+].[C:17]1(B(O)O)[CH:22]=[CH:21][CH:20]=[CH:19][CH:18]=1, predict the reaction product. The product is: [C:17]1([C:2]2[N:7]=[N:6][C:5]([NH2:8])=[CH:4][CH:3]=2)[CH:22]=[CH:21][CH:20]=[CH:19][CH:18]=1.